From a dataset of Full USPTO retrosynthesis dataset with 1.9M reactions from patents (1976-2016). Predict the reactants needed to synthesize the given product. (1) Given the product [CH3:5][C:4]([N:23]1[CH2:22][CH2:21][CH:20]([CH2:19][C:18]2[N:10]([CH3:9])[C:11]3[C:16]([N:17]=2)=[C:15]([N:26]2[CH2:31][CH2:30][O:29][CH2:28][CH2:27]2)[N:14]=[C:13]([N:32]2[C:36]4[CH:37]=[CH:38][CH:39]=[CH:40][C:35]=4[N:34]=[C:33]2[CH3:41])[N:12]=3)[CH2:25][CH2:24]1)([CH3:6])[C:3]([O:2][CH3:1])=[O:8], predict the reactants needed to synthesize it. The reactants are: [CH3:1][O:2][C:3](=[O:8])[C:4](Br)([CH3:6])[CH3:5].[CH3:9][N:10]1[C:18]([CH2:19][CH:20]2[CH2:25][CH2:24][NH:23][CH2:22][CH2:21]2)=[N:17][C:16]2[C:11]1=[N:12][C:13]([N:32]1[C:36]3[CH:37]=[CH:38][CH:39]=[CH:40][C:35]=3[N:34]=[C:33]1[CH3:41])=[N:14][C:15]=2[N:26]1[CH2:31][CH2:30][O:29][CH2:28][CH2:27]1. (2) Given the product [O:30]1[CH2:35][CH2:34][CH2:33][CH2:32][CH:31]1[O:18][CH:19]1[CH2:20][CH2:21][CH:22]([C:25]([O:27][CH2:28][CH3:29])=[O:26])[CH2:23][CH2:24]1, predict the reactants needed to synthesize it. The reactants are: [NH+]1C=CC=CC=1.C1(C)C=CC(S([O-])(=O)=O)=CC=1.[OH:18][CH:19]1[CH2:24][CH2:23][CH:22]([C:25]([O:27][CH2:28][CH3:29])=[O:26])[CH2:21][CH2:20]1.[O:30]1[CH:35]=[CH:34][CH2:33][CH2:32][CH2:31]1. (3) Given the product [Cl:1][C:2]1[CH:3]=[C:4]([C:5]([NH:27][C:28]2[CH:29]=[N:30][CH:31]=[CH:32][CH:33]=2)=[O:7])[CH:8]=[CH:9][C:10]=1[C:11]([NH:12][C:13]1[CH:18]=[CH:17][C:16]([Cl:19])=[C:15]([C:20]2[CH:25]=[CH:24][CH:23]=[CH:22][N:21]=2)[CH:14]=1)=[O:26], predict the reactants needed to synthesize it. The reactants are: [Cl:1][C:2]1[CH:3]=[C:4]([CH:8]=[CH:9][C:10]=1[C:11](=[O:26])[NH:12][C:13]1[CH:18]=[CH:17][C:16]([Cl:19])=[C:15]([C:20]2[CH:25]=[CH:24][CH:23]=[CH:22][N:21]=2)[CH:14]=1)[C:5]([OH:7])=O.[NH2:27][C:28]1[CH:29]=[N:30][CH:31]=[CH:32][CH:33]=1. (4) Given the product [F:43][C:2]([F:1])([F:42])[C@H:3]([N:29]1[CH2:33][CH2:32][C@H:31]([NH2:34])[CH2:30]1)[C:4]1[CH:5]=[CH:6][C:7]2[N:8]([C:10]([C:13]3[C:22]([F:23])=[CH:21][C:20]4[C:15](=[CH:16][C:17]([O:24][CH2:25][CH2:26][O:27][CH3:28])=[CH:18][CH:19]=4)[N:14]=3)=[N:11][N:12]=2)[CH:9]=1, predict the reactants needed to synthesize it. The reactants are: [F:1][C:2]([F:43])([F:42])[C@H:3]([N:29]1[CH2:33][CH2:32][C@H:31]([NH:34]C(=O)OC(C)(C)C)[CH2:30]1)[C:4]1[CH:5]=[CH:6][C:7]2[N:8]([C:10]([C:13]3[C:22]([F:23])=[CH:21][C:20]4[C:15](=[CH:16][C:17]([O:24][CH2:25][CH2:26][O:27][CH3:28])=[CH:18][CH:19]=4)[N:14]=3)=[N:11][N:12]=2)[CH:9]=1.Cl. (5) Given the product [NH2:8][C:4]1[N:5]=[CH:6][N:7]=[C:2]([NH:14][C@@H:15]([C:18]2[N:27]([CH:28]3[CH2:29][CH2:30]3)[C:26](=[O:31])[C:25]3[C:20](=[CH:21][CH:22]=[CH:23][C:24]=3[Cl:32])[N:19]=2)[CH2:16][CH3:17])[C:3]=1[C:9]1[CH:13]=[CH:12][O:11][N:10]=1, predict the reactants needed to synthesize it. The reactants are: Cl[C:2]1[N:7]=[CH:6][N:5]=[C:4]([NH2:8])[C:3]=1[C:9]1[CH:13]=[CH:12][O:11][N:10]=1.[NH2:14][C@@H:15]([C:18]1[N:27]([CH:28]2[CH2:30][CH2:29]2)[C:26](=[O:31])[C:25]2[C:20](=[CH:21][CH:22]=[CH:23][C:24]=2[Cl:32])[N:19]=1)[CH2:16][CH3:17].C(N(CC)C(C)C)(C)C. (6) Given the product [CH3:9][C:10]1[N:15]=[C:14]([C:16](=[N:7][OH:8])[NH2:17])[CH:13]=[C:12]([C:18]2[CH:23]=[CH:22][CH:21]=[C:20]([Cl:24])[CH:19]=2)[N:11]=1, predict the reactants needed to synthesize it. The reactants are: C(=O)([O-])O.[Na+].Cl.[NH2:7][OH:8].[CH3:9][C:10]1[N:15]=[C:14]([C:16]#[N:17])[CH:13]=[C:12]([C:18]2[CH:23]=[CH:22][CH:21]=[C:20]([Cl:24])[CH:19]=2)[N:11]=1. (7) The reactants are: C1(P(C2CCCCC2)C2C=CC=CC=2C2C(C(C)C)=CC(C(C)C)=CC=2C(C)C)CCCCC1.[O:35]1[CH2:40][CH2:39][N:38]([C:41]2[C:46]([NH2:47])=[CH:45][C:44]([N:48]3[CH2:53][CH2:52][O:51][CH2:50][CH2:49]3)=[CH:43][N:42]=2)[CH2:37][CH2:36]1.Cl[C:55]1[C:64]2[C:59](=[CH:60][C:61]([F:66])=[CH:62][C:63]=2[F:65])[N:58]=[C:57]([C:67]2[CH:75]=[CH:74][CH:73]=[C:72]3[C:68]=2[CH:69]=[CH:70][N:71]3[CH3:76])[C:56]=1[CH3:77].CC(C)([O-])C.[Na+]. Given the product [O:35]1[CH2:40][CH2:39][N:38]([C:41]2[C:46]([NH:47][C:55]3[C:64]4[C:59](=[CH:60][C:61]([F:66])=[CH:62][C:63]=4[F:65])[N:58]=[C:57]([C:67]4[CH:75]=[CH:74][CH:73]=[C:72]5[C:68]=4[CH:69]=[CH:70][N:71]5[CH3:76])[C:56]=3[CH3:77])=[CH:45][C:44]([N:48]3[CH2:49][CH2:50][O:51][CH2:52][CH2:53]3)=[CH:43][N:42]=2)[CH2:37][CH2:36]1, predict the reactants needed to synthesize it.